This data is from Forward reaction prediction with 1.9M reactions from USPTO patents (1976-2016). The task is: Predict the product of the given reaction. Given the reactants [C:1]([C:5]1[CH:6]=[C:7]([C:22](=[O:24])[CH3:23])[CH:8]=[C:9]([O:11][CH2:12][CH2:13][CH2:14][O:15]C2CCCCO2)[CH:10]=1)([CH3:4])([CH3:3])[CH3:2].[Br-:25].[Br-].[Br-].C1([N+](C)(C)C)C=CC=CC=1.C1([N+](C)(C)C)C=CC=CC=1.C1([N+](C)(C)C)C=CC=CC=1.C(O)(=O)CC(CC(O)=O)(C(O)=O)O.CC(=O)OCC, predict the reaction product. The product is: [Br:25][CH2:23][C:22]([C:7]1[CH:8]=[C:9]([O:11][CH2:12][CH2:13][CH2:14][OH:15])[CH:10]=[C:5]([C:1]([CH3:4])([CH3:3])[CH3:2])[CH:6]=1)=[O:24].